Dataset: Reaction yield outcomes from USPTO patents with 853,638 reactions. Task: Predict the reaction yield, written as a fraction of the theoretical maximum amount of product (1.0 means a 100% yield; for example, 0.34 means a 34% yield). (1) The reactants are [CH3:1][C:2]1[O:6][C:5]([C:7]2[CH:12]=[CH:11][C:10]([N:13]([CH3:20])[C:14]3[CH:19]=[CH:18][CH:17]=[CH:16][CH:15]=3)=[CH:9][CH:8]=2)=[N:4][C:3]=1[CH2:21][CH2:22][OH:23].[C:24]1([CH3:34])[CH:29]=[CH:28][C:27]([S:30](Cl)(=[O:32])=[O:31])=[CH:26][CH:25]=1.C(N(CC)CC)C. The catalyst is C(Cl)Cl.CN(C1C=CN=CC=1)C. The product is [CH3:1][C:2]1[O:6][C:5]([C:7]2[CH:8]=[CH:9][C:10]([N:13]([CH3:20])[C:14]3[CH:19]=[CH:18][CH:17]=[CH:16][CH:15]=3)=[CH:11][CH:12]=2)=[N:4][C:3]=1[CH2:21][CH2:22][O:23][S:30]([C:27]1[CH:28]=[CH:29][C:24]([CH3:34])=[CH:25][CH:26]=1)(=[O:32])=[O:31]. The yield is 0.830. (2) The reactants are [CH3:1][O:2][C:3]([CH:5]1[C:9]([CH3:10])=[C:8]([C:11]2[CH:16]=[CH:15][CH:14]=[CH:13][C:12]=2[C:17]([F:20])([F:19])[F:18])[NH:7][CH2:6]1)=[O:4]. The catalyst is C1(C)C=CC=CC=1.[Pd]. The product is [CH3:1][O:2][C:3]([C:5]1[C:9]([CH3:10])=[C:8]([C:11]2[CH:16]=[CH:15][CH:14]=[CH:13][C:12]=2[C:17]([F:20])([F:19])[F:18])[NH:7][CH:6]=1)=[O:4]. The yield is 0.290. (3) The reactants are [CH3:1][O:2][C:3](=[O:22])[C:4]([S:13]([C:16]1[CH:21]=[CH:20][CH:19]=[CH:18][CH:17]=1)(=[O:15])=[O:14])([CH:6]1[CH2:11][CH2:10][CH2:9][C:8](=O)[CH2:7]1)[CH3:5].Cl.[Cl:24][C:25]1[N:30]=[CH:29][C:28]([NH:31]N)=[CH:27][CH:26]=1.C([O-])(O)=O.[Na+]. The catalyst is C(O)(=O)C. The product is [CH3:1][O:2][C:3](=[O:22])[C:4]([S:13]([C:16]1[CH:17]=[CH:18][CH:19]=[CH:20][CH:21]=1)(=[O:14])=[O:15])([CH:6]1[CH2:7][C:8]2[NH:31][C:28]3[CH:27]=[CH:26][C:25]([Cl:24])=[N:30][C:29]=3[C:9]=2[CH2:10][CH2:11]1)[CH3:5]. The yield is 0.760. (4) The reactants are C([Li])CCC.CC1CCCN(C)C1(C)C.[F:16][C:17]1[CH:22]=[C:21]([I:23])[CH:20]=[C:19]([F:24])[CH:18]=1.[CH:25](=[O:27])[CH3:26]. The catalyst is O1CCCC1. The product is [F:16][C:17]1[CH:22]=[C:21]([I:23])[CH:20]=[C:19]([F:24])[C:18]=1[CH:25]([OH:27])[CH3:26]. The yield is 0.470. (5) The reactants are I[C:2]1[CH:3]=[CH:4][C:5]2[N:6]([C:8]([C:11]3[CH:16]=[CH:15][CH:14]=[C:13]([O:17][CH2:18][CH2:19][N:20]4[CH2:25][CH2:24][O:23][CH2:22][CH2:21]4)[CH:12]=3)=[N:9][N:10]=2)[CH:7]=1.C([Mg]Cl)(C)C.CCOCC.[N+:36]([C:39]1[CH:40]=[CH:41][C:42]([S:45][S:45][C:42]2[CH:41]=[CH:40][C:39]([N+:36]([O-:38])=[O:37])=[CH:44][N:43]=2)=[N:43][CH:44]=1)([O-:38])=[O:37]. The catalyst is C1COCC1.CCOC(C)=O. The product is [N:20]1([CH2:19][CH2:18][O:17][C:13]2[CH:12]=[C:11]([C:8]3[N:6]4[CH:7]=[C:2]([S:45][C:42]5[CH:41]=[CH:40][C:39]([N+:36]([O-:38])=[O:37])=[CH:44][N:43]=5)[CH:3]=[CH:4][C:5]4=[N:10][N:9]=3)[CH:16]=[CH:15][CH:14]=2)[CH2:25][CH2:24][O:23][CH2:22][CH2:21]1. The yield is 0.160. (6) The reactants are [C:1]([O:5][C:6]([N:8]1[CH2:13][CH2:12][CH2:11][C@@H:10]([C:14]([OH:16])=O)[CH2:9]1)=[O:7])([CH3:4])([CH3:3])[CH3:2].Cl.[CH3:18][NH:19][O:20][CH3:21].CCN=C=NCCCN(C)C.Cl.CCN(C(C)C)C(C)C. The catalyst is C(Cl)Cl.CCOC(C)=O. The product is [CH3:21][O:20][N:19]([CH3:18])[C:14]([C@@H:10]1[CH2:11][CH2:12][CH2:13][N:8]([C:6]([O:5][C:1]([CH3:2])([CH3:3])[CH3:4])=[O:7])[CH2:9]1)=[O:16]. The yield is 0.820.